This data is from Catalyst prediction with 721,799 reactions and 888 catalyst types from USPTO. The task is: Predict which catalyst facilitates the given reaction. (1) Reactant: Cl[C:2]1[N:7]=[C:6]([NH:8][C:9]2[CH:14]=[CH:13][C:12]([O:15][CH3:16])=[C:11]([Cl:17])[CH:10]=2)[N:5]=[C:4]([NH:18][CH:19]2[CH2:25][CH2:24][CH2:23][CH2:22][CH2:21][CH2:20]2)[N:3]=1.C(=O)([O-])[O-].[K+].[K+].[OH:32][C:33]1[CH:40]=[CH:39][C:36]([CH:37]=[O:38])=[CH:35][CH:34]=1. Product: [Cl:17][C:11]1[CH:10]=[C:9]([CH:14]=[CH:13][C:12]=1[O:15][CH3:16])[NH:8][C:6]1[N:5]=[C:4]([NH:18][CH:19]2[CH2:25][CH2:24][CH2:23][CH2:22][CH2:21][CH2:20]2)[N:3]=[C:2]([O:32][C:33]2[CH:40]=[CH:39][C:36]([CH:37]=[O:38])=[CH:35][CH:34]=2)[N:7]=1. The catalyst class is: 35. (2) Reactant: F[C:2]1[CH:7]=[CH:6][C:5]([S:8]([C:11]2[CH:12]=[CH:13][C:14]([CH3:29])=[C:15]([S:17]([NH:20][CH2:21][CH2:22][C:23]3[CH:28]=[CH:27][CH:26]=[CH:25][N:24]=3)(=[O:19])=[O:18])[CH:16]=2)(=[O:10])=[O:9])=[CH:4][CH:3]=1.[CH3:30][NH2:31]. Product: [CH3:29][C:14]1[CH:13]=[CH:12][C:11]([S:8]([C:5]2[CH:6]=[CH:7][C:2]([NH:31][CH3:30])=[CH:3][CH:4]=2)(=[O:10])=[O:9])=[CH:16][C:15]=1[S:17]([NH:20][CH2:21][CH2:22][C:23]1[CH:28]=[CH:27][CH:26]=[CH:25][N:24]=1)(=[O:19])=[O:18]. The catalyst class is: 395.